This data is from Peptide-MHC class I binding affinity with 185,985 pairs from IEDB/IMGT. The task is: Regression. Given a peptide amino acid sequence and an MHC pseudo amino acid sequence, predict their binding affinity value. This is MHC class I binding data. (1) The peptide sequence is TTSTTASAK. The MHC is HLA-A31:01 with pseudo-sequence HLA-A31:01. The binding affinity (normalized) is 0.128. (2) The peptide sequence is GFELTSMKY. The binding affinity (normalized) is 0. The MHC is HLA-A26:01 with pseudo-sequence HLA-A26:01. (3) The peptide sequence is SVKSFEIDK. The MHC is HLA-A31:01 with pseudo-sequence HLA-A31:01. The binding affinity (normalized) is 0.352.